This data is from Full USPTO retrosynthesis dataset with 1.9M reactions from patents (1976-2016). The task is: Predict the reactants needed to synthesize the given product. (1) Given the product [CH:12]1([CH2:15][N:16]([CH2:39][CH:40]2[CH2:42][CH2:41]2)[C:17]2[C:18]([S:36]([CH3:38])(=[O:9])=[O:37])=[N:19][N:20]3[C:25]([C:26]4[C:31]([CH3:32])=[CH:30][C:29]([CH3:33])=[CH:28][C:27]=4[O:34][CH3:35])=[CH:24][CH:23]=[CH:22][C:21]=23)[CH2:13][CH2:14]1, predict the reactants needed to synthesize it. The reactants are: ClC1C=CC=C(C(OO)=[O:9])C=1.[CH:12]1([CH2:15][N:16]([CH2:39][CH:40]2[CH2:42][CH2:41]2)[C:17]2[C:18]([S:36]([CH3:38])=[O:37])=[N:19][N:20]3[C:25]([C:26]4[C:31]([CH3:32])=[CH:30][C:29]([CH3:33])=[CH:28][C:27]=4[O:34][CH3:35])=[CH:24][CH:23]=[CH:22][C:21]=23)[CH2:14][CH2:13]1.O.C(OCC)(=O)C. (2) Given the product [CH:1]1([CH:4]([C:11]2[CH:16]=[CH:15][N:14]=[C:13]([O:17][CH2:18][CH:19]3[CH2:20][CH2:21][N:22]([C:25]4[CH:30]=[C:29]([O:31][CH:48]([F:54])[F:53])[CH:28]=[CH:27][C:26]=4[C:32](=[O:46])[N:33]([CH2:41][C:42]([CH3:44])([CH3:45])[CH3:43])[C:34]4[CH:39]=[CH:38][CH:37]=[C:36]([CH3:40])[N:35]=4)[CH2:23][CH2:24]3)[CH:12]=2)[CH2:5][C:6]([OH:8])=[O:7])[CH2:2][CH2:3]1, predict the reactants needed to synthesize it. The reactants are: [CH:1]1([CH:4]([C:11]2[CH:16]=[CH:15][N:14]=[C:13]([O:17][CH2:18][CH:19]3[CH2:24][CH2:23][N:22]([C:25]4[CH:30]=[C:29]([OH:31])[CH:28]=[CH:27][C:26]=4[C:32](=[O:46])[N:33]([CH2:41][C:42]([CH3:45])([CH3:44])[CH3:43])[C:34]4[CH:39]=[CH:38][CH:37]=[C:36]([CH3:40])[N:35]=4)[CH2:21][CH2:20]3)[CH:12]=2)[CH2:5][C:6]([O:8]CC)=[O:7])[CH2:3][CH2:2]1.Cl[C:48]([F:54])([F:53])C(OC)=O.C(=O)([O-])[O-].[Cs+].[Cs+].O. (3) Given the product [CH3:2][C:3]1[CH:4]=[C:5]([C:12]2[CH2:13][N:14]([CH2:18][CH2:19][CH3:20])[CH2:15][CH2:16][CH:17]=2)[CH:6]=[CH:7][C:8]=1[N+:9]([O-:11])=[O:10], predict the reactants needed to synthesize it. The reactants are: [I-].[CH3:2][C:3]1[CH:4]=[C:5]([C:12]2[CH:13]=[N+:14]([CH2:18][CH2:19][CH3:20])[CH:15]=[CH:16][CH:17]=2)[CH:6]=[CH:7][C:8]=1[N+:9]([O-:11])=[O:10].[BH4-].[Na+]. (4) Given the product [OH:25][C:21]1[CH:20]=[C:19]([C:8]2[CH2:9][CH2:10][CH2:11][C:12]3[CH:17]=[C:16]([OH:18])[CH:15]=[CH:14][C:13]=3[C:7]=2[CH2:6][CH2:5][CH2:4][CH2:3][CH2:2][N:27]([CH3:26])[CH2:28][CH2:29][CH2:30][CH2:31][S:32]([CH2:34][CH2:35][CH2:36][C:37]([F:43])([F:42])[C:38]([F:39])([F:40])[F:41])=[O:33])[CH:24]=[CH:23][CH:22]=1, predict the reactants needed to synthesize it. The reactants are: Br[CH2:2][CH2:3][CH2:4][CH2:5][CH2:6][C:7]1[C:13]2[CH:14]=[CH:15][C:16]([OH:18])=[CH:17][C:12]=2[CH2:11][CH2:10][CH2:9][C:8]=1[C:19]1[CH:24]=[CH:23][CH:22]=[C:21]([OH:25])[CH:20]=1.[CH3:26][NH:27][CH2:28][CH2:29][CH2:30][CH2:31][S:32]([CH2:34][CH2:35][CH2:36][C:37]([F:43])([F:42])[C:38]([F:41])([F:40])[F:39])=[O:33].